The task is: Predict which catalyst facilitates the given reaction.. This data is from Catalyst prediction with 721,799 reactions and 888 catalyst types from USPTO. (1) Reactant: C[O:2][C:3](=[O:32])[CH2:4][S:5][C:6]1[S:10][C:9]([NH:11][C:12]([N:14]([CH2:22][C:23]([F:31])([F:30])[C:24]2[CH:29]=[CH:28][CH:27]=[CH:26][CH:25]=2)[CH:15]2[CH2:20][CH2:19][CH:18]([CH3:21])[CH2:17][CH2:16]2)=[O:13])=[N:8][CH:7]=1.O[Li].O. Product: [F:31][C:23]([F:30])([C:24]1[CH:29]=[CH:28][CH:27]=[CH:26][CH:25]=1)[CH2:22][N:14]([C@H:15]1[CH2:16][CH2:17][C@H:18]([CH3:21])[CH2:19][CH2:20]1)[C:12](=[O:13])[NH:11][C:9]1[S:10][C:6]([S:5][CH2:4][C:3]([OH:32])=[O:2])=[CH:7][N:8]=1. The catalyst class is: 20. (2) Reactant: [F:1][C:2]([F:31])([F:30])[CH2:3][O:4][C:5]1[CH:10]=[C:9]([O:11][CH2:12][C:13]([F:16])([F:15])[F:14])[N:8]=[C:7]([NH:17][C:18](=[O:29])[NH:19][C:20]2[S:21][C:22]([C:25]([F:28])([F:27])[F:26])=[CH:23][CH:24]=2)[N:6]=1.[H-].[Na+].[CH2:34]([O:41][CH2:42]Cl)[C:35]1[CH:40]=[CH:39][CH:38]=[CH:37][CH:36]=1. Product: [CH2:34]([O:41][CH2:42][N:17]([C:7]1[N:6]=[C:5]([O:4][CH2:3][C:2]([F:1])([F:30])[F:31])[CH:10]=[C:9]([O:11][CH2:12][C:13]([F:16])([F:15])[F:14])[N:8]=1)[C:18](=[O:29])[NH:19][C:20]1[S:21][C:22]([C:25]([F:26])([F:27])[F:28])=[CH:23][CH:24]=1)[C:35]1[CH:40]=[CH:39][CH:38]=[CH:37][CH:36]=1. The catalyst class is: 3.